This data is from Forward reaction prediction with 1.9M reactions from USPTO patents (1976-2016). The task is: Predict the product of the given reaction. (1) Given the reactants [NH2:1][C:2]1[C:11]([C:12]#[C:13][Si](C)(C)C)=[C:10]2[C:5]([C:6](=[O:28])[N:7]([C:21]3[CH:26]=[CH:25][C:24]([Cl:27])=[CH:23][CH:22]=3)[C:8]([CH:18]([CH3:20])[CH3:19])=[N:9]2)=[CH:4][CH:3]=1.[F-].C([N+](CCCC)(CCCC)CCCC)CCC, predict the reaction product. The product is: [NH2:1][C:2]1[C:11]([C:12]#[CH:13])=[C:10]2[C:5]([C:6](=[O:28])[N:7]([C:21]3[CH:22]=[CH:23][C:24]([Cl:27])=[CH:25][CH:26]=3)[C:8]([CH:18]([CH3:20])[CH3:19])=[N:9]2)=[CH:4][CH:3]=1. (2) Given the reactants [C:1]1([C:7]#[C:8][C:9]2[CH:16]=[CH:15][C:12]([CH:13]=O)=[CH:11][CH:10]=2)[CH:6]=[CH:5][CH:4]=[CH:3][CH:2]=1.[NH:17]1[CH2:20][CH:19]([C:21]([OH:23])=[O:22])[CH2:18]1.CC(O)=O.C([BH3-])#N, predict the reaction product. The product is: [C:1]1([C:7]#[C:8][C:9]2[CH:16]=[CH:15][C:12]([CH2:13][N:17]3[CH2:20][CH:19]([C:21]([OH:23])=[O:22])[CH2:18]3)=[CH:11][CH:10]=2)[CH:6]=[CH:5][CH:4]=[CH:3][CH:2]=1. (3) Given the reactants [CH3:1][N:2]1[CH:10]=[C:9]2[C:4]([CH:5]=[CH:6][C:7]3[CH2:13][CH2:12][C:11](=[CH:14][C:15]#[N:16])[C:8]=32)=[N:3]1.N.C(O)C, predict the reaction product. The product is: [CH3:1][N:2]1[CH:10]=[C:9]2[C:4]([CH:5]=[CH:6][C:7]3[CH2:13][CH2:12][C:11](=[CH:14][CH2:15][NH2:16])[C:8]=32)=[N:3]1. (4) Given the reactants C(OP(C[C:10]1[CH:15]=[CH:14][C:13]([O:16][CH3:17])=[CH:12][CH:11]=1)(=O)OCC)C.[CH3:18][O-].[Na+].[CH3:21][O:22][C:23]1[CH:24]=[C:25]([CH:28]=[C:29]([O:31][CH3:32])[CH:30]=1)[CH:26]=O, predict the reaction product. The product is: [CH3:21][O:22][C:23]1[CH:24]=[C:25]([CH:26]=[CH:18][C:11]2[CH:10]=[CH:15][CH:14]=[C:13]([O:16][CH3:17])[CH:12]=2)[CH:28]=[C:29]([O:31][CH3:32])[CH:30]=1. (5) Given the reactants [Cl:1][C:2]1[CH:7]=[C:6](F)[CH:5]=[CH:4][C:3]=1[S:9]([C@H:12]1[CH2:16][N:15]([C:17]2[N:21]([CH:22]3[CH2:27][CH2:26][O:25][CH2:24][CH2:23]3)[N:20]=[C:19]([CH3:28])[CH:18]=2)[C@H:14]([C:29]([NH:31][C:32]2([C:35]#[N:36])[CH2:34][CH2:33]2)=[O:30])[CH2:13]1)(=[O:11])=[O:10].[CH3:37][O:38][CH2:39][CH2:40][OH:41], predict the reaction product. The product is: [C:35]([C:32]1([NH:31][C:29]([C@@H:14]2[CH2:13][C@@H:12]([S:9]([C:3]3[CH:4]=[CH:5][C:6]([O:41][CH2:40][CH2:39][O:38][CH3:37])=[CH:7][C:2]=3[Cl:1])(=[O:11])=[O:10])[CH2:16][N:15]2[C:17]2[N:21]([CH:22]3[CH2:27][CH2:26][O:25][CH2:24][CH2:23]3)[N:20]=[C:19]([CH3:28])[CH:18]=2)=[O:30])[CH2:34][CH2:33]1)#[N:36]. (6) Given the reactants BrC1C=CC2SC(CCCO)=C(C)C=2C=1.[CH2:16]([C:18]1[C:22]2[CH:23]=[CH:24][C:25]([C:27]([F:30])([F:29])[F:28])=[CH:26][C:21]=2[S:20][C:19]=1[CH2:31][CH2:32][C:33](OCC)=[O:34])[CH3:17], predict the reaction product. The product is: [CH2:16]([C:18]1[C:22]2[CH:23]=[CH:24][C:25]([C:27]([F:30])([F:28])[F:29])=[CH:26][C:21]=2[S:20][C:19]=1[CH2:31][CH2:32][CH2:33][OH:34])[CH3:17]. (7) Given the reactants C([O:4][CH2:5][C:6]1[C:7]([N:32]2[CH2:43][CH2:42][N:41]3[C:34](=[CH:35][C:36]4[CH2:37][C:38]([CH3:45])([CH3:44])[CH2:39][C:40]=43)[C:33]2=[O:46])=[N:8][CH:9]=[CH:10][C:11]=1[C:12]1[CH:17]=[C:16]([NH:18][C:19]2[CH:29]=[C:22]3[CH:23]([CH3:28])[N:24]([CH3:27])[CH2:25][CH2:26][N:21]3[N:20]=2)[C:15](=[O:30])[N:14]([CH3:31])[CH:13]=1)(=O)C.[OH-].[Li+].C(O)(C)C.C1COCC1, predict the reaction product. The product is: [CH3:28][CH:23]1[N:24]([CH3:27])[CH2:25][CH2:26][N:21]2[N:20]=[C:19]([NH:18][C:16]3[C:15](=[O:30])[N:14]([CH3:31])[CH:13]=[C:12]([C:11]4[CH:10]=[CH:9][N:8]=[C:7]([N:32]5[CH2:43][CH2:42][N:41]6[C:34](=[CH:35][C:36]7[CH2:37][C:38]([CH3:44])([CH3:45])[CH2:39][C:40]=76)[C:33]5=[O:46])[C:6]=4[CH2:5][OH:4])[CH:17]=3)[CH:29]=[C:22]12. (8) The product is: [F:23][C@H:24]1[C@@H:29]([O:30][C:31]2[CH:38]=[CH:37][C:36]([C:2]3[N:3]=[C:4]([NH:8][C:9]4[CH:14]=[CH:13][C:12]([N:15]5[CH2:20][CH2:19][O:18][CH2:17][C@H:16]5[CH2:21][OH:22])=[CH:11][CH:10]=4)[N:5]=[CH:6][N:7]=3)=[CH:35][C:32]=2[C:33]#[N:34])[CH2:28][CH2:27][N:26]([C:48](=[O:52])[C@@H:49]([OH:51])[CH3:50])[CH2:25]1. Given the reactants Cl[C:2]1[N:7]=[CH:6][N:5]=[C:4]([NH:8][C:9]2[CH:14]=[CH:13][C:12]([N:15]3[CH2:20][CH2:19][O:18][CH2:17][C@H:16]3[CH2:21][OH:22])=[CH:11][CH:10]=2)[N:3]=1.[F:23][C@H:24]1[C@@H:29]([O:30][C:31]2[CH:38]=[CH:37][C:36](B3OC(C)(C)C(C)(C)O3)=[CH:35][C:32]=2[C:33]#[N:34])[CH2:28][CH2:27][N:26]([C:48](=[O:52])[C@@H:49]([OH:51])[CH3:50])[CH2:25]1.C(=O)([O-])[O-].[Na+].[Na+], predict the reaction product.